Dataset: Reaction yield outcomes from USPTO patents with 853,638 reactions. Task: Predict the reaction yield, written as a fraction of the theoretical maximum amount of product (1.0 means a 100% yield; for example, 0.34 means a 34% yield). The reactants are F[C:2]1[CH:3]=[C:4]([CH3:11])[CH:5]=[CH:6][C:7]=1[N+:8]([O-:10])=[O:9].[CH3:12][C:13]1[CH:19]=[CH:18][C:16]([NH2:17])=[C:15]([O:20][CH2:21][CH2:22][CH3:23])[CH:14]=1.[NH2:24][C:25]1[S:26][CH:27]=[CH:28][N:29]=1.[CH2:30]([OH:33])CC. No catalyst specified. The product is [CH2:15]([O:20][C:2]1[CH:3]=[C:4]([CH3:11])[CH:5]=[CH:6][C:7]=1[N+:8]([O-:10])=[O:9])[CH2:14][CH3:13].[CH3:12][C:13]1[CH:19]=[CH:18][C:16]([NH:17][C:30]([NH:24][C:25]2[S:26][CH:27]=[CH:28][N:29]=2)=[O:33])=[C:15]([O:20][CH2:21][CH2:22][CH3:23])[CH:14]=1. The yield is 0.800.